Task: Predict the product of the given reaction.. Dataset: Forward reaction prediction with 1.9M reactions from USPTO patents (1976-2016) (1) Given the reactants [F:1][C:2]([F:38])([F:37])[C:3]1[CH:4]=[C:5]([CH:30]=[C:31]([C:33]([F:36])([F:35])[F:34])[CH:32]=1)[C:6]([N:8]1[CH2:13][CH2:12][N:11]([CH2:14]CCC(=O)C)[CH2:10][C@H:9]1[CH2:20][C:21]1[C:29]2[C:24](=[CH:25][CH:26]=[CH:27][CH:28]=2)[NH:23][CH:22]=1)=[O:7].[CH:39]([C:41]([CH3:43])=[O:42])=C, predict the reaction product. The product is: [F:35][C:33]([F:36])([F:34])[C:31]1[CH:30]=[C:5]([CH:4]=[C:3]([C:2]([F:38])([F:1])[F:37])[CH:32]=1)[C:6]([N:8]1[CH2:13][CH2:12][N:11]([CH2:14][CH2:39][C:41](=[O:42])[CH3:43])[CH2:10][C@H:9]1[CH2:20][C:21]1[C:29]2[C:24](=[CH:25][CH:26]=[CH:27][CH:28]=2)[NH:23][CH:22]=1)=[O:7]. (2) Given the reactants Cl[C:2]([F:43])([F:42])[C:3]1[C:11]2[CH2:10][CH2:9][CH2:8][CH2:7][C:6]=2[N:5]([CH2:12][C:13]([NH:15][C@H:16]([C:26]2[C:31]([C:32]3[CH:33]=[CH:34][C:35]([F:41])=[C:36]([CH:40]=3)[C:37]([NH2:39])=[O:38])=[CH:30][CH:29]=[CH:28][N:27]=2)[CH2:17][C:18]2[CH:23]=[C:22]([F:24])[CH:21]=[C:20]([F:25])[CH:19]=2)=[O:14])[N:4]=1.C[Si]([N-][Si](C)(C)C)(C)C.[K+].[C:54]1([OH:60])[CH:59]=[CH:58][CH:57]=[CH:56][CH:55]=1, predict the reaction product. The product is: [F:42][C:2]([F:43])([O:60][C:54]1[CH:59]=[CH:58][CH:57]=[CH:56][CH:55]=1)[C:3]1[C:11]2[CH2:10][CH2:9][CH2:8][CH2:7][C:6]=2[N:5]([CH2:12][C:13]([NH:15][C@H:16]([C:26]2[C:31]([C:32]3[CH:33]=[CH:34][C:35]([F:41])=[C:36]([CH:40]=3)[C:37]([NH2:39])=[O:38])=[CH:30][CH:29]=[CH:28][N:27]=2)[CH2:17][C:18]2[CH:23]=[C:22]([F:24])[CH:21]=[C:20]([F:25])[CH:19]=2)=[O:14])[N:4]=1. (3) Given the reactants [ClH:1].[Cl:2][C:3]1[CH:4]=[N:5][CH:6]=[N:7][CH:8]=1, predict the reaction product. The product is: [ClH:2].[Cl:1][C:4]1[C:3]([Cl:2])=[CH:8][N:7]=[CH:6][N:5]=1. (4) Given the reactants [F:1][C:2]([F:26])([F:25])[C:3]1[CH:8]=[CH:7][CH:6]=[CH:5][C:4]=1[C:9]([NH:11][C:12]1[CH:13]=[C:14]([C:21]([O:23][CH3:24])=[O:22])[C:15]2[N:19]=[CH:18][NH:17][C:16]=2[CH:20]=1)=[O:10].[H-].[Na+].[CH3:29]I.[Cl-].[NH4+], predict the reaction product. The product is: [CH3:29][N:17]1[C:16]2[CH:20]=[C:12]([NH:11][C:9]([C:4]3[CH:5]=[CH:6][CH:7]=[CH:8][C:3]=3[C:2]([F:1])([F:25])[F:26])=[O:10])[CH:13]=[C:14]([C:21]([O:23][CH3:24])=[O:22])[C:15]=2[N:19]=[CH:18]1. (5) Given the reactants C[O:2][C:3](=O)[CH2:4][C:5]1[CH:10]=[CH:9][C:8]([CH2:11][N:12]2[CH2:16][CH2:15][CH2:14][CH2:13]2)=[CH:7][CH:6]=1.[H-].[H-].[H-].[H-].[Li+].[Al+3], predict the reaction product. The product is: [N:12]1([CH2:11][C:8]2[CH:9]=[CH:10][C:5]([CH2:4][CH2:3][OH:2])=[CH:6][CH:7]=2)[CH2:16][CH2:15][CH2:14][CH2:13]1. (6) Given the reactants Cl[C:2]1[N:10]=[C:9](Cl)[CH:8]=[CH:7][C:3]=1[C:4]([NH2:6])=[O:5].[O:12]([C:19]1[CH:24]=[CH:23][C:22]([OH:25])=[CH:21][CH:20]=1)[C:13]1[CH:18]=[CH:17][CH:16]=[CH:15][CH:14]=1.[CH:26]12[N:33]([C:34]([O:36]C(C)(C)C)=O)[CH:30]([CH2:31][CH2:32]1)[CH2:29][NH:28][CH2:27]2.[C:41](O)(=O)[CH:42]=C, predict the reaction product. The product is: [C:34]([N:33]1[CH:26]2[CH2:32][CH2:31][CH:30]1[CH2:29][N:28]([C:9]1[CH:8]=[CH:7][C:3]([C:4]([NH2:6])=[O:5])=[C:2]([O:25][C:22]3[CH:21]=[CH:20][C:19]([O:12][C:13]4[CH:18]=[CH:17][CH:16]=[CH:15][CH:14]=4)=[CH:24][CH:23]=3)[N:10]=1)[CH2:27]2)(=[O:36])[CH:41]=[CH2:42].